Dataset: Forward reaction prediction with 1.9M reactions from USPTO patents (1976-2016). Task: Predict the product of the given reaction. (1) The product is: [O:1]1[CH:5]=[CH:4][CH:3]=[C:2]1[C:6]1[C:15]2[C:10](=[CH:11][CH:12]=[C:13]([N+:16]([O-:18])=[O:17])[CH:14]=2)[N:9]=[C:8]([N:19]2[CH2:24][CH2:23][NH:22][CH2:21][CH2:20]2)[CH:7]=1. Given the reactants [O:1]1[CH:5]=[CH:4][CH:3]=[C:2]1[C:6]1[C:15]2[C:10](=[CH:11][CH:12]=[C:13]([N+:16]([O-:18])=[O:17])[CH:14]=2)[N:9]=[C:8]([N:19]2[CH2:24][CH2:23][N:22](C=O)[CH2:21][CH2:20]2)[CH:7]=1.O.[OH-].[Na+], predict the reaction product. (2) Given the reactants Br[C:2]1[CH:3]=[C:4]2[C:8](=[CH:9][CH:10]=1)[CH2:7][N:6]([C:11]([O:13][C:14]([CH3:17])([CH3:16])[CH3:15])=[O:12])[CH2:5]2.CCN(C(C)C)C(C)C.[CH2:27]([SH:34])[C:28]1[CH:33]=[CH:32][CH:31]=[CH:30][CH:29]=1, predict the reaction product. The product is: [CH2:27]([S:34][C:2]1[CH:3]=[C:4]2[C:8](=[CH:9][CH:10]=1)[CH2:7][N:6]([C:11]([O:13][C:14]([CH3:17])([CH3:16])[CH3:15])=[O:12])[CH2:5]2)[C:28]1[CH:33]=[CH:32][CH:31]=[CH:30][CH:29]=1. (3) Given the reactants [C:1]([N:6]1[CH2:11][CH2:10][N:9]([C:12]([C:14]2[CH:19]=[CH:18][C:17]([CH:20]3[C:25]4=[N:26][NH:27][C:28](=[O:33])[C:29]5[CH:30]=[CH:31][CH:32]=[C:23]([C:24]=54)[NH:22][CH:21]3[C:34]3[CH:41]=[CH:40][C:37]([CH:38]=O)=[CH:36][CH:35]=3)=[CH:16][CH:15]=2)=[O:13])[CH2:8][CH2:7]1)(=[O:5])[CH:2]([CH3:4])[CH3:3].[CH3:42][NH:43]C.[BH4-].[Na+], predict the reaction product. The product is: [C:1]([N:6]1[CH2:7][CH2:8][N:9]([C:12]([C:14]2[CH:15]=[CH:16][C:17]([CH:20]3[C:25]4=[N:26][NH:27][C:28](=[O:33])[C:29]5[CH:30]=[CH:31][CH:32]=[C:23]([C:24]=54)[NH:22][CH:21]3[C:34]3[CH:41]=[CH:40][C:37]([CH2:38][NH:43][CH3:42])=[CH:36][CH:35]=3)=[CH:18][CH:19]=2)=[O:13])[CH2:10][CH2:11]1)(=[O:5])[CH:2]([CH3:3])[CH3:4]. (4) Given the reactants CS(C)=O.C(Cl)(=O)C(Cl)=O.[C:11]([O:15][C:16]([N:18]1[C@@H:22]([CH2:23][CH2:24][OH:25])[CH2:21][O:20][C:19]1([CH3:27])[CH3:26])=[O:17])([CH3:14])([CH3:13])[CH3:12].C(N(CC)CC)C, predict the reaction product. The product is: [C:11]([O:15][C:16]([N:18]1[C@@H:22]([CH2:23][CH2:24][OH:25])[CH2:21][O:20][C:19]1([CH3:27])[CH3:26])=[O:17])([CH3:14])([CH3:13])[CH3:12].[C:11]([O:15][C:16]([N:18]1[C@@H:22]([CH2:23][CH:24]=[O:25])[CH2:21][O:20][C:19]1([CH3:27])[CH3:26])=[O:17])([CH3:14])([CH3:13])[CH3:12]. (5) Given the reactants Cl[C:2]1([C:13]2[CH:18]=[CH:17][CH:16]=[CH:15][C:14]=2[O:19][CH3:20])[C:10]2[C:5](=[CH:6][CH:7]=[C:8]([Cl:11])[CH:9]=2)[NH:4][C:3]1=[O:12].FC(F)(F)C(O)=O.[NH2:28][C@H:29]([CH3:35])[C:30]([N:32]([CH3:34])[CH3:33])=[O:31], predict the reaction product. The product is: [Cl:11][C:8]1[CH:9]=[C:10]2[C:5](=[CH:6][CH:7]=1)[NH:4][C:3](=[O:12])[C:2]2([NH:28][C@H:29]([CH3:35])[C:30]([N:32]([CH3:34])[CH3:33])=[O:31])[C:13]1[CH:18]=[CH:17][CH:16]=[CH:15][C:14]=1[O:19][CH3:20]. (6) The product is: [CH3:7][N:8]1[C:12]([NH:13][C:15](=[O:17])[CH3:16])=[CH:11][C:10]([CH3:14])=[N:9]1. Given the reactants N1C=CC=CC=1.[CH3:7][N:8]1[C:12]([NH2:13])=[CH:11][C:10]([CH3:14])=[N:9]1.[C:15](OC(=O)C)(=[O:17])[CH3:16], predict the reaction product. (7) The product is: [Cl:15][C:16]1[C:17]([O:26][CH3:27])=[C:18]([CH:22]=[C:23]([Cl:25])[CH:24]=1)[CH2:19][N:20]([CH3:21])[C:12](=[O:14])[CH2:11][CH2:10][CH2:9][S:8][C:5]1[CH:4]=[CH:3][C:2]([OH:1])=[CH:7][CH:6]=1. Given the reactants [OH:1][C:2]1[CH:7]=[CH:6][C:5]([S:8][CH2:9][CH2:10][CH2:11][C:12]([OH:14])=O)=[CH:4][CH:3]=1.[Cl:15][C:16]1[C:17]([O:26][CH3:27])=[C:18]([CH:22]=[C:23]([Cl:25])[CH:24]=1)[CH2:19][NH:20][CH3:21], predict the reaction product.